From a dataset of Forward reaction prediction with 1.9M reactions from USPTO patents (1976-2016). Predict the product of the given reaction. (1) Given the reactants [C:1]([O:5][C:6]([C:8]1[C:9](OS(C(F)(F)F)(=O)=O)=[N:10][C:11]2[C:16]([C:17]=1[C:18]1[CH:23]=[CH:22][CH:21]=[C:20]([CH:24]([CH3:26])[CH3:25])[CH:19]=1)=[CH:15][C:14]([Cl:27])=[CH:13][CH:12]=2)=[O:7])([CH3:4])([CH3:3])[CH3:2].[CH3:36][NH:37][CH3:38], predict the reaction product. The product is: [C:1]([O:5][C:6]([C:8]1[C:9]([N:37]([CH3:38])[CH3:36])=[N:10][C:11]2[C:16]([C:17]=1[C:18]1[CH:23]=[CH:22][CH:21]=[C:20]([CH:24]([CH3:26])[CH3:25])[CH:19]=1)=[CH:15][C:14]([Cl:27])=[CH:13][CH:12]=2)=[O:7])([CH3:2])([CH3:4])[CH3:3]. (2) Given the reactants [C@@H:1]1([N:10]2[C:19]3[N:18]=[CH:17][N:16]=[C:14]([NH2:15])[C:13]=3[N:12]=[CH:11]2)[O:9][C@H:6]([CH2:7][OH:8])[C@@H:4]([OH:5])[C@H:2]1[OH:3].[F:20][C:21](I)([F:23])[F:22].OO, predict the reaction product. The product is: [F:20][C:21]([F:23])([F:22])[C:11]1[N:10]([C:19]2[N:18]=[CH:17][N:16]=[C:14]([NH2:15])[C:13]=2[N:12]=1)[C@@H:1]1[O:9][C@H:6]([CH2:7][OH:8])[C@@H:4]([OH:5])[C@H:2]1[OH:3]. (3) Given the reactants [F:1][C:2]1[CH:10]=[C:9]2[C:5]([CH:6]=[N:7][N:8]2[CH3:11])=[CH:4][C:3]=1[CH:12]([C:14]1[N:18]2[N:19]=[C:20]([C:23](=O)[CH3:24])[CH:21]=[CH:22][C:17]2=[N:16][CH:15]=1)[CH3:13].Cl.[NH:27]([C:29]([NH2:31])=[O:30])[NH2:28], predict the reaction product. The product is: [F:1][C:2]1[CH:10]=[C:9]2[C:5]([CH:6]=[N:7][N:8]2[CH3:11])=[CH:4][C:3]=1[CH:12]([C:14]1[N:18]2[N:19]=[C:20](/[C:23](=[N:28]/[NH:27][C:29]([NH2:31])=[O:30])/[CH3:24])[CH:21]=[CH:22][C:17]2=[N:16][CH:15]=1)[CH3:13]. (4) Given the reactants [CH2:1]([O:8][C:9]1[CH:10]=[C:11]([CH:23]([CH:25]2[CH2:27][CH2:26]2)O)[N:12]=[N:13][C:14]=1[O:15][CH2:16][C:17]1[CH:22]=[CH:21][CH:20]=[CH:19][CH:18]=1)[C:2]1[CH:7]=[CH:6][CH:5]=[CH:4][CH:3]=1.C(N(CC)CC)C.CS(Cl)(=O)=O, predict the reaction product. The product is: [CH2:16]([O:15][C:14]1[N:13]=[N:12][C:11]([CH:23]=[C:25]2[CH2:27][CH2:26]2)=[CH:10][C:9]=1[O:8][CH2:1][C:2]1[CH:3]=[CH:4][CH:5]=[CH:6][CH:7]=1)[C:17]1[CH:18]=[CH:19][CH:20]=[CH:21][CH:22]=1.